Dataset: Catalyst prediction with 721,799 reactions and 888 catalyst types from USPTO. Task: Predict which catalyst facilitates the given reaction. (1) Reactant: C=C.[CH2:3]=[CH:4]C.[CH:6]([CH:8]1[CH2:13][CH:12]2[CH2:14][CH:9]1[CH:10]=[CH:11]2)=[CH2:7].[CH:15](=[C:17]1[CH2:22][CH:21]2[CH2:23][CH:18]1[CH:19]=[CH:20]2)[CH3:16].[H][H].[Al](Cl)(CC)CC. Product: [CH2:3]=[CH2:4].[CH2:7]=[CH:6][CH3:8].[CH:15]([CH:17]1[CH2:22][CH:21]2[CH2:23][CH:18]1[CH:19]=[CH:20]2)=[CH2:16].[CH:6](=[C:8]1[CH2:13][CH:12]2[CH2:14][CH:9]1[CH:10]=[CH:11]2)[CH3:7]. The catalyst class is: 81. (2) Reactant: [CH3:1][C:2]1([CH3:9])[CH2:7][C:6](=[O:8])[CH2:5][CH2:4][O:3]1.[Li+].CC([N-]C(C)C)C.[CH:18]1([C:21](Cl)=[O:22])[CH2:20][CH2:19]1. Product: [CH:18]1([C:21]([CH:5]2[CH2:4][O:3][C:2]([CH3:9])([CH3:1])[CH2:7][C:6]2=[O:8])=[O:22])[CH2:20][CH2:19]1. The catalyst class is: 11. (3) Reactant: [CH:1]1([CH2:7][CH2:8][CH2:9][CH2:10][CH2:11][CH2:12]O)[CH2:6][CH2:5][CH2:4][CH2:3][CH2:2]1.C1(P(C2C=CC=CC=2)C2C=CC=CC=2)C=CC=CC=1.C1C(=O)N([Br:40])C(=O)C1. Product: [Br:40][CH2:12][CH2:11][CH2:10][CH2:9][CH2:8][CH2:7][CH:1]1[CH2:6][CH2:5][CH2:4][CH2:3][CH2:2]1. The catalyst class is: 3.